This data is from Catalyst prediction with 721,799 reactions and 888 catalyst types from USPTO. The task is: Predict which catalyst facilitates the given reaction. Reactant: COC[O:4][C:5]1[CH:6]=[C:7]([CH:11]([CH3:17])[C:12]([O:14][CH2:15][CH3:16])=[O:13])[CH:8]=[CH:9][CH:10]=1.FC(F)(F)C(O)=O.C(=O)(O)[O-].[Na+].O. The catalyst class is: 2. Product: [OH:4][C:5]1[CH:6]=[C:7]([CH:11]([CH3:17])[C:12]([O:14][CH2:15][CH3:16])=[O:13])[CH:8]=[CH:9][CH:10]=1.